From a dataset of Full USPTO retrosynthesis dataset with 1.9M reactions from patents (1976-2016). Predict the reactants needed to synthesize the given product. (1) Given the product [O:4]1[CH2:5][CH2:6][N:1]([CH2:7][CH2:8][CH2:9][O:10][C:11]2[CH:19]=[CH:18][C:14]([C:15]([Cl:22])=[O:16])=[CH:13][CH:12]=2)[CH2:2][CH2:3]1, predict the reactants needed to synthesize it. The reactants are: [N:1]1([CH2:7][CH2:8][CH2:9][O:10][C:11]2[CH:19]=[CH:18][C:14]([C:15](O)=[O:16])=[CH:13][CH:12]=2)[CH2:6][CH2:5][O:4][CH2:3][CH2:2]1.S(Cl)([Cl:22])=O. (2) Given the product [C:1]([O:5][C:6]([N:8]1[CH2:13][CH2:12][CH:11]([OH:14])[CH2:10][CH2:9]1)=[O:7])([CH3:4])([CH3:2])[CH3:3], predict the reactants needed to synthesize it. The reactants are: [C:1]([O:5][C:6]([N:8]1[CH2:13][CH2:12][C:11](=[O:14])[CH2:10][CH2:9]1)=[O:7])([CH3:4])([CH3:3])[CH3:2].[BH4-].[Na+]. (3) Given the product [Cl:18][C:19]1[CH:24]=[CH:23][C:22]2[N:15]([C:13]([CH2:12][C:11]3[C:2]([F:1])=[C:3]4[C:8](=[CH:9][C:10]=3[F:17])[N:7]=[CH:6][CH:5]=[CH:4]4)=[N:20][N:21]=2)[N:16]=1, predict the reactants needed to synthesize it. The reactants are: [F:1][C:2]1[C:11]([CH2:12][C:13]([NH:15][NH2:16])=O)=[C:10]([F:17])[CH:9]=[C:8]2[C:3]=1[CH:4]=[CH:5][CH:6]=[N:7]2.[Cl:18][C:19]1[N:20]=[N:21][C:22](Cl)=[CH:23][CH:24]=1. (4) Given the product [NH2:26][C:12]1[N:11]=[C:10]([C:8]2[CH:7]=[CH:6][C:5]([F:27])=[C:4]([CH:9]=2)[C:3]([OH:28])=[O:2])[C:15]([C:16]#[C:17][C:18]2[CH:19]=[N:20][C:21]([NH2:24])=[CH:22][CH:23]=2)=[C:14]([CH3:25])[N:13]=1, predict the reactants needed to synthesize it. The reactants are: C[O:2][C:3](=[O:28])[C:4]1[CH:9]=[C:8]([C:10]2[C:15]([C:16]#[C:17][C:18]3[CH:19]=[N:20][C:21]([NH2:24])=[CH:22][CH:23]=3)=[C:14]([CH3:25])[N:13]=[C:12]([NH2:26])[N:11]=2)[CH:7]=[CH:6][C:5]=1[F:27].CO. (5) Given the product [Cl:30][C:24]1[CH:25]=[N:26][CH:27]=[C:28]([Cl:29])[C:23]=1[NH:22][C:16]1[C:15]2[C:20](=[C:11]([O:10][CH2:9][CH2:8][CH2:7][CH2:6][CH2:5][C:1]#[N:2])[C:12]([O:31][CH3:32])=[CH:13][CH:14]=2)[O:19][C:18](=[O:21])[CH:17]=1, predict the reactants needed to synthesize it. The reactants are: [C-:1]#[N:2].[K+].Br[CH2:5][CH2:6][CH2:7][CH2:8][CH2:9][O:10][C:11]1[C:12]([O:31][CH3:32])=[CH:13][CH:14]=[C:15]2[C:20]=1[O:19][C:18](=[O:21])[CH:17]=[C:16]2[NH:22][C:23]1[C:28]([Cl:29])=[CH:27][N:26]=[CH:25][C:24]=1[Cl:30].